From a dataset of Full USPTO retrosynthesis dataset with 1.9M reactions from patents (1976-2016). Predict the reactants needed to synthesize the given product. Given the product [OH:29][CH2:28][CH:22]1[CH2:21][C:20]2[C:25](=[CH:26][C:17]([NH:16][C:12]([C:7]3[CH:8]=[C:9]4[C:4](=[CH:5][CH:6]=3)[O:3][C:2]([CH3:1])([CH3:15])[CH2:11][CH2:10]4)=[O:14])=[CH:18][CH:19]=2)[NH:24][C:23]1=[O:27], predict the reactants needed to synthesize it. The reactants are: [CH3:1][C:2]1([CH3:15])[CH2:11][CH2:10][C:9]2[C:4](=[CH:5][CH:6]=[C:7]([C:12]([OH:14])=O)[CH:8]=2)[O:3]1.[NH2:16][C:17]1[CH:26]=[C:25]2[C:20]([CH2:21][CH:22]([CH2:28][OH:29])[C:23](=[O:27])[NH:24]2)=[CH:19][CH:18]=1.